From a dataset of Full USPTO retrosynthesis dataset with 1.9M reactions from patents (1976-2016). Predict the reactants needed to synthesize the given product. Given the product [CH3:28][N:25]1[C:26]2[CH:27]=[C:19]([N:12]3[CH:13]=[CH:14][C:9]([C:6]4[N:7]=[N:8][C:3]([C:2]([F:1])([F:16])[F:17])=[CH:4][CH:5]=4)=[CH:10][C:11]3=[O:15])[CH:20]=[CH:21][C:22]=2[C:23]2[CH2:32][N:31]([C:33]([O:35][C:36]([CH3:39])([CH3:38])[CH3:37])=[O:34])[CH2:30][CH2:29][C:24]1=2, predict the reactants needed to synthesize it. The reactants are: [F:1][C:2]([F:17])([F:16])[C:3]1[N:8]=[N:7][C:6]([C:9]2[CH:14]=[CH:13][NH:12][C:11](=[O:15])[CH:10]=2)=[CH:5][CH:4]=1.Br[C:19]1[CH:20]=[CH:21][C:22]2[C:23]3[CH2:32][N:31]([C:33]([O:35][C:36]([CH3:39])([CH3:38])[CH3:37])=[O:34])[CH2:30][CH2:29][C:24]=3[N:25]([CH3:28])[C:26]=2[CH:27]=1.